This data is from Reaction yield outcomes from USPTO patents with 853,638 reactions. The task is: Predict the reaction yield, written as a fraction of the theoretical maximum amount of product (1.0 means a 100% yield; for example, 0.34 means a 34% yield). (1) The reactants are [C:1]([N:4]1[CH:10]([CH3:11])[CH2:9][C:8]2[CH:12]=[C:13]([Cl:17])[C:14]([Cl:16])=[CH:15][C:7]=2[C:6]([C:18]2[CH:23]=[CH:22][C:21]([N+:24]([O-])=O)=[C:20]([Cl:27])[CH:19]=2)=[N:5]1)(=[O:3])[CH3:2].O.NN. The catalyst is CO.ClCCl.[Ni]. The product is [C:1]([N:4]1[CH:10]([CH3:11])[CH2:9][C:8]2[CH:12]=[C:13]([Cl:17])[C:14]([Cl:16])=[CH:15][C:7]=2[C:6]([C:18]2[CH:23]=[CH:22][C:21]([NH2:24])=[C:20]([Cl:27])[CH:19]=2)=[N:5]1)(=[O:3])[CH3:2]. The yield is 0.710. (2) The reactants are [CH:1]1([N:7]2[C:12](=[O:13])[C:11]([C:14]([NH:16][CH2:17][C:18]([O:20]CC)=[O:19])=[O:15])=[C:10]([OH:23])[C:9]([C:24](OC)=[O:25])=[C:8]2[OH:28])[CH2:6][CH2:5][CH2:4][CH2:3][CH2:2]1.[CH:29]1([NH2:34])[CH2:33][CH2:32][CH2:31][CH2:30]1. The catalyst is C(Cl)(Cl)Cl. The product is [CH:1]1([N:7]2[C:8]([OH:28])=[C:9]([C:24]([NH:34][CH:29]3[CH2:33][CH2:32][CH2:31][CH2:30]3)=[O:25])[C:10]([OH:23])=[C:11]([C:14]([NH:16][CH2:17][C:18]([OH:20])=[O:19])=[O:15])[C:12]2=[O:13])[CH2:2][CH2:3][CH2:4][CH2:5][CH2:6]1. The yield is 0.611. (3) The reactants are [C:1]([O:4][CH:5]1[CH:6]([CH3:38])[CH2:7][CH2:8][CH:9]([OH:37])[CH2:10][C:11]([O:13][CH:14](/[C:19](/[CH3:36])=[CH:20]/[CH:21]=[CH:22]/[C:23]([OH:35])([CH3:34])[CH2:24][CH:25]2[O:33][CH:26]2[CH:27]([CH3:32])[CH:28]([OH:31])[CH2:29][CH3:30])[CH:15]([CH3:18])[CH:16]=[CH:17]1)=[O:12])(=[O:3])[CH3:2].N1[CH:43]=[CH:42]N=C1.[CH2:44]([Si:46](Cl)([CH2:50][CH3:51])[CH:47]([CH3:49])[CH3:48])[CH3:45]. The catalyst is C(Cl)Cl.C(OCC)(=O)C. The product is [C:1]([O:4][CH:5]1[CH:6]([CH3:38])[CH2:7][CH2:8][CH:9]([O:37][Si:46]([CH2:42][CH3:43])([CH2:44][CH3:45])[CH:47]([CH3:49])[CH3:48])[CH2:10][C:11]([O:13][CH:14](/[C:19](/[CH3:36])=[CH:20]/[CH:21]=[CH:22]/[C:23]([OH:35])([CH3:34])[CH2:24][CH:25]2[O:33][CH:26]2[CH:27]([CH3:32])[CH:28]([O:31][Si:46]([CH2:50][CH3:51])([CH2:44][CH3:45])[CH:47]([CH3:49])[CH3:48])[CH2:29][CH3:30])[CH:15]([CH3:18])[CH:16]=[CH:17]1)=[O:12])(=[O:3])[CH3:2]. The yield is 0.930. (4) The reactants are C([O-])(=O)C.[Na+].[CH3:6][O:7][CH2:8][O:9][CH2:10][CH2:11][CH:12]1[CH2:14][O:13]1.[Cl:15][C:16]1[NH:17][CH:18]=[C:19]([N+:21]([O-:23])=[O:22])[N:20]=1. The catalyst is C(O)C. The product is [Cl:15][C:16]1[N:17]([CH2:14][CH:12]([OH:13])[CH2:11][CH2:10][O:9][CH2:8][O:7][CH3:6])[CH:18]=[C:19]([N+:21]([O-:23])=[O:22])[N:20]=1. The yield is 0.780. (5) The reactants are [NH2:1][C:2]1[C:11]2[C:6](=[CH:7][CH:8]=[CH:9][C:10]=2[O:12][CH2:13][CH:14]([CH3:16])[CH3:15])[N:5]=[C:4]([CH3:17])[C:3]=1[C:18]([O:20]CC)=[O:19].[OH-].[Na+]. The catalyst is CCO. The product is [NH2:1][C:2]1[C:11]2[C:6](=[CH:7][CH:8]=[CH:9][C:10]=2[O:12][CH2:13][CH:14]([CH3:16])[CH3:15])[N:5]=[C:4]([CH3:17])[C:3]=1[C:18]([OH:20])=[O:19]. The yield is 0.260. (6) The yield is 0.830. The reactants are Br[CH2:2][CH:3]=[CH2:4].[CH3:5][O:6][C:7]([C:9]1[C:14]([O:15][CH2:16][C:17]2[CH:22]=[CH:21][CH:20]=[CH:19][CH:18]=2)=[C:13]([OH:23])[C:12]([C:24](=[O:34])[NH:25][CH2:26][C:27]2[CH:32]=[CH:31][C:30]([F:33])=[CH:29][CH:28]=2)=[CH:11][N:10]=1)=[O:8].C(=O)([O-])[O-].[Cs+].[Cs+].[Cl-].[NH4+]. The catalyst is CN(C)C=O. The product is [CH3:5][O:6][C:7]([C:9]1[N:10]([CH2:4][CH:3]=[CH2:2])[CH:11]=[C:12]([C:24](=[O:34])[NH:25][CH2:26][C:27]2[CH:32]=[CH:31][C:30]([F:33])=[CH:29][CH:28]=2)[C:13](=[O:23])[C:14]=1[O:15][CH2:16][C:17]1[CH:18]=[CH:19][CH:20]=[CH:21][CH:22]=1)=[O:8]. (7) The reactants are Cl[C:2]1[CH:7]=[C:6]([NH:8][C:9]2[C:18]([F:19])=[CH:17][CH:16]=[CH:15][C:10]=2[C:11]([NH:13][CH3:14])=[O:12])[C:5]([Cl:20])=[CH:4][N:3]=1.[CH3:21][N:22]([CH2:24][C:25]1[CH:26]=[C:27]([NH2:32])[N:28]([CH2:30][CH3:31])[N:29]=1)[CH3:23].C(=O)([O-])[O-].[Cs+].[Cs+].CC1(C)C2C(=C(P(C3C=CC=CC=3)C3C=CC=CC=3)C=CC=2)OC2C(P(C3C=CC=CC=3)C3C=CC=CC=3)=CC=CC1=2. The catalyst is O1CCOCC1.CC([O-])=O.CC([O-])=O.[Pd+2]. The product is [Cl:20][C:5]1[C:6]([NH:8][C:9]2[C:18]([F:19])=[CH:17][CH:16]=[CH:15][C:10]=2[C:11]([NH:13][CH3:14])=[O:12])=[CH:7][C:2]([NH:32][C:27]2[N:28]([CH2:30][CH3:31])[N:29]=[C:25]([CH2:24][N:22]([CH3:21])[CH3:23])[CH:26]=2)=[N:3][CH:4]=1. The yield is 0.0800.